From a dataset of Forward reaction prediction with 1.9M reactions from USPTO patents (1976-2016). Predict the product of the given reaction. Given the reactants [CH2:1]([CH:3]([CH2:6][CH2:7][CH2:8][CH3:9])[CH2:4]Br)[CH3:2].[C:10](=[O:13])([O-])[O-].[K+].[K+].[C:16]1([C:18](=[CH:20][CH:21]=[CH:22][CH:23]=1)O)[OH:17].O, predict the reaction product. The product is: [CH2:1]([CH:3]([CH2:6][CH2:7][CH2:8][CH3:9])[CH2:4][O:17][C:16]1[CH:23]=[CH:22][CH:21]=[CH:20][C:18]=1[O:13][CH2:10][CH:3]([CH2:1][CH3:2])[CH2:6][CH2:7][CH2:8][CH3:9])[CH3:2].